Dataset: Forward reaction prediction with 1.9M reactions from USPTO patents (1976-2016). Task: Predict the product of the given reaction. Given the reactants [CH2:1]([O:8][C:9]1[N:14]=[C:13]([CH:15](C#N)[C:16]2[CH:17]=[C:18]([CH:21]=[C:22]([CH3:24])[CH:23]=2)[C:19]#[N:20])[C:12]([CH2:27][CH3:28])=[C:11]([O:29][CH2:30][C:31]2[CH:36]=[CH:35][CH:34]=[CH:33][CH:32]=2)[N:10]=1)[C:2]1[CH:7]=[CH:6][CH:5]=[CH:4][CH:3]=1.[H-].[Na+].CN(C=[O:43])C, predict the reaction product. The product is: [CH2:1]([O:8][C:9]1[N:14]=[C:13]([C:15]([C:16]2[CH:17]=[C:18]([CH:21]=[C:22]([CH3:24])[CH:23]=2)[C:19]#[N:20])=[O:43])[C:12]([CH2:27][CH3:28])=[C:11]([O:29][CH2:30][C:31]2[CH:36]=[CH:35][CH:34]=[CH:33][CH:32]=2)[N:10]=1)[C:2]1[CH:7]=[CH:6][CH:5]=[CH:4][CH:3]=1.